Dataset: Reaction yield outcomes from USPTO patents with 853,638 reactions. Task: Predict the reaction yield, written as a fraction of the theoretical maximum amount of product (1.0 means a 100% yield; for example, 0.34 means a 34% yield). (1) The reactants are [C:1]1([C:7]2[CH:12]=[CH:11][C:10]([OH:13])=[CH:9][CH:8]=2)[CH:6]=[CH:5][CH:4]=[CH:3][CH:2]=1.[N+]([C:17]1[CH:18]=[C:19]([C:25]#[N:26])[C:20](=[CH:23][CH:24]=1)[C:21]#[N:22])([O-])=O.C(=O)([O-])[O-].[K+].[K+]. The catalyst is Cl. The product is [C:1]1([C:7]2[CH:8]=[CH:9][C:10]([O:13][C:17]3[CH:18]=[C:19]([C:25]#[N:26])[C:20](=[CH:23][CH:24]=3)[C:21]#[N:22])=[CH:11][CH:12]=2)[CH:2]=[CH:3][CH:4]=[CH:5][CH:6]=1. The yield is 0.940. (2) The product is [O:7]([CH2:9][CH2:10][CH2:11][CH2:12][OH:13])[C:1]1[CH:6]=[CH:5][CH:4]=[CH:3][CH:2]=1. The catalyst is CN(C=O)C. The yield is 0.120. The reactants are [C:1]1([OH:7])[CH:6]=[CH:5][CH:4]=[CH:3][CH:2]=1.Cl[CH2:9][CH2:10][CH2:11][CH2:12][OH:13].C([O-])([O-])=O.[Cs+].[Cs+]. (3) The reactants are Br[C:2]1[C:7]([N+:8]([O-:10])=[O:9])=[C:6]([N:11]([CH2:17][C:18]2[CH:23]=[CH:22][C:21]([CH2:24][P:25]([O:30][CH2:31][CH3:32])([O:27][CH2:28][CH3:29])=[O:26])=[CH:20][CH:19]=2)[C:12](=[O:16])[O:13][CH2:14][CH3:15])[CH:5]=[C:4]([Br:33])[N:3]=1.[NH3:34].CO. The catalyst is C1COCC1. The product is [NH2:34][C:2]1[C:7]([N+:8]([O-:10])=[O:9])=[C:6]([N:11]([CH2:17][C:18]2[CH:19]=[CH:20][C:21]([CH2:24][P:25]([O:27][CH2:28][CH3:29])([O:30][CH2:31][CH3:32])=[O:26])=[CH:22][CH:23]=2)[C:12](=[O:16])[O:13][CH2:14][CH3:15])[CH:5]=[C:4]([Br:33])[N:3]=1. The yield is 0.680.